Dataset: Peptide-MHC class I binding affinity with 185,985 pairs from IEDB/IMGT. Task: Regression. Given a peptide amino acid sequence and an MHC pseudo amino acid sequence, predict their binding affinity value. This is MHC class I binding data. (1) The MHC is HLA-A11:01 with pseudo-sequence HLA-A11:01. The peptide sequence is KKQKFYALF. The binding affinity (normalized) is 0. (2) The peptide sequence is VIANSTNAT. The MHC is HLA-A02:16 with pseudo-sequence HLA-A02:16. The binding affinity (normalized) is 0.0847. (3) The MHC is HLA-A29:02 with pseudo-sequence HLA-A29:02. The peptide sequence is HISRQRLTKY. The binding affinity (normalized) is 0.359. (4) The peptide sequence is TKDTNDNNL. The MHC is HLA-B07:02 with pseudo-sequence HLA-B07:02. The binding affinity (normalized) is 0.0847.